This data is from Full USPTO retrosynthesis dataset with 1.9M reactions from patents (1976-2016). The task is: Predict the reactants needed to synthesize the given product. (1) Given the product [NH2:1][C:2]1[C:3]([C:10]([NH2:12])=[O:11])=[N:4][C:5]([C:16]2[CH:17]=[CH:18][C:19]([F:20])=[C:14]([Br:13])[CH:15]=2)=[C:6]([F:8])[CH:7]=1, predict the reactants needed to synthesize it. The reactants are: [NH2:1][C:2]1[C:3]([C:10]([NH2:12])=[O:11])=[N:4][C:5](Br)=[C:6]([F:8])[CH:7]=1.[Br:13][C:14]1[CH:15]=[C:16](B(O)O)[CH:17]=[CH:18][C:19]=1[F:20]. (2) Given the product [CH3:8][O:9][C:10]1[CH:19]=[C:18]2[C:13]([CH:14]=[C:15]([CH3:21])[C:16](=[O:20])[NH:17]2)=[CH:12][CH:11]=1, predict the reactants needed to synthesize it. The reactants are: C([SiH](CC)CC)C.[CH3:8][O:9][C:10]1[CH:19]=[C:18]2[C:13]([CH:14]=[C:15]([CH:21]=O)[C:16](=[O:20])[NH:17]2)=[CH:12][CH:11]=1. (3) Given the product [CH3:21][O:22][C:8]1[CH:7]=[CH:6][C:5]([C:9]2[C:10]3[N:11]([N:15]=[C:16]([NH2:18])[N:17]=3)[CH:12]=[CH:13][CH:14]=2)=[CH:4][CH:3]=1, predict the reactants needed to synthesize it. The reactants are: FC(F)(F)[C:3]1[CH:4]=[C:5]([C:9]2[C:10]3[N:11]([N:15]=[C:16]([NH2:18])[N:17]=3)[CH:12]=[CH:13][CH:14]=2)[CH:6]=[CH:7][CH:8]=1.[CH3:21][O:22]C1C=CC(B(O)O)=CC=1. (4) Given the product [C:5]([C:4]1[CH:3]=[C:2]([NH:1][CH:26]([C:15]2[CH:16]=[CH:17][C:18]([O:19][CH3:20])=[C:13]([O:12][CH3:11])[CH:14]=2)[C:25]([OH:29])=[O:28])[CH:10]=[CH:9][CH:8]=1)(=[O:6])[NH2:7], predict the reactants needed to synthesize it. The reactants are: [NH2:1][C:2]1[CH:3]=[C:4]([CH:8]=[CH:9][CH:10]=1)[C:5]([NH2:7])=[O:6].[CH3:11][O:12][C:13]1[CH:14]=[C:15](B(O)O)[CH:16]=[CH:17][C:18]=1[O:19][CH3:20].O.[C:25]([OH:29])(=[O:28])[CH:26]=O. (5) Given the product [C:1]1([S:7]([NH:10][C:28]([C:18]2[C:19]([C:21]3[CH:26]=[CH:25][C:24]([CH3:27])=[CH:23][CH:22]=3)=[N:20][C:15]([C:11]([CH3:14])([CH3:13])[CH3:12])=[CH:16][CH:17]=2)=[O:29])(=[O:9])=[O:8])[CH:6]=[CH:5][CH:4]=[CH:3][CH:2]=1, predict the reactants needed to synthesize it. The reactants are: [C:1]1([S:7]([NH2:10])(=[O:9])=[O:8])[CH:6]=[CH:5][CH:4]=[CH:3][CH:2]=1.[C:11]([C:15]1[N:20]=[C:19]([C:21]2[CH:26]=[CH:25][C:24]([CH3:27])=[CH:23][CH:22]=2)[C:18]([C:28](O)=[O:29])=[CH:17][CH:16]=1)([CH3:14])([CH3:13])[CH3:12].CN(C(ON1N=NC2C=CC=NC1=2)=[N+](C)C)C.F[P-](F)(F)(F)(F)F.C(=O)([O-])[O-].[K+].[K+]. (6) Given the product [CH2:1]([O:3][CH:4]([CH2:10][C:11]1[CH:12]=[CH:13][C:14]([O:17][CH2:18][CH2:19][N:20]2[C:29]3[C:24](=[CH:25][C:26]([C:30](=[N:37][O:38][CH3:39])[C:31]4[CH:36]=[CH:35][CH:34]=[CH:33][CH:32]=4)=[CH:27][CH:28]=3)[C:23]([CH3:40])([CH3:41])[CH2:22][CH2:21]2)=[CH:15][CH:16]=1)[C:5]([OH:7])=[O:6])[CH3:2], predict the reactants needed to synthesize it. The reactants are: [CH2:1]([O:3][CH:4]([CH2:10][C:11]1[CH:16]=[CH:15][C:14]([O:17][CH2:18][CH2:19][N:20]2[C:29]3[C:24](=[CH:25][C:26]([C:30](=[N:37][O:38][CH3:39])[C:31]4[CH:36]=[CH:35][CH:34]=[CH:33][CH:32]=4)=[CH:27][CH:28]=3)[C:23]([CH3:41])([CH3:40])[CH2:22][CH2:21]2)=[CH:13][CH:12]=1)[C:5]([O:7]CC)=[O:6])[CH3:2].[OH-].[Li+].Cl. (7) Given the product [Cl:1][C:2]1[CH:10]=[C:9]([CH:11]([O:14][CH2:15][C:16]2([C:29]3[CH:34]=[CH:33][C:32]([F:35])=[CH:31][CH:30]=3)[CH2:21][CH2:20][N:19]([C:22]([O:24][C:25]([CH3:26])([CH3:27])[CH3:28])=[O:23])[CH2:18][CH2:17]2)[CH2:12][F:65])[C:8]2[C:4](=[CH:5][N:6]([CH2:36][O:37][CH2:38][CH2:39][Si:40]([CH3:42])([CH3:43])[CH3:41])[N:7]=2)[CH:3]=1, predict the reactants needed to synthesize it. The reactants are: [Cl:1][C:2]1[CH:10]=[C:9]([CH:11]([O:14][CH2:15][C:16]2([C:29]3[CH:34]=[CH:33][C:32]([F:35])=[CH:31][CH:30]=3)[CH2:21][CH2:20][N:19]([C:22]([O:24][C:25]([CH3:28])([CH3:27])[CH3:26])=[O:23])[CH2:18][CH2:17]2)[CH2:12]O)[C:8]2[C:4](=[CH:5][N:6]([CH2:36][O:37][CH2:38][CH2:39][Si:40]([CH3:43])([CH3:42])[CH3:41])[N:7]=2)[CH:3]=1.C(N(C(C)C)CC)(C)C.F.F.F.C(N(C(C)C)CC)(C)C.[F:65]C(F)(S(F)(=O)=O)C(F)(F)C(F)(F)C(F)(F)F.C(=O)(O)[O-].[Na+].